From a dataset of Peptide-MHC class I binding affinity with 185,985 pairs from IEDB/IMGT. Regression. Given a peptide amino acid sequence and an MHC pseudo amino acid sequence, predict their binding affinity value. This is MHC class I binding data. (1) The peptide sequence is AQIDNYNKF. The MHC is HLA-B27:05 with pseudo-sequence HLA-B27:05. The binding affinity (normalized) is 0.204. (2) The peptide sequence is DLKLVDVKL. The MHC is HLA-A02:16 with pseudo-sequence HLA-A02:16. The binding affinity (normalized) is 0.0847. (3) The peptide sequence is GSSTTSTGPC. The MHC is Patr-A0301 with pseudo-sequence Patr-A0301. The binding affinity (normalized) is 0.124. (4) The peptide sequence is RPRGEVRFL. The MHC is HLA-B07:02 with pseudo-sequence HLA-B07:02. The binding affinity (normalized) is 0.994. (5) The peptide sequence is GLENGLNYI. The MHC is HLA-A02:01 with pseudo-sequence HLA-A02:01. The binding affinity (normalized) is 0.420.